From a dataset of Drug-target binding data from BindingDB patent sources. Regression. Given a target protein amino acid sequence and a drug SMILES string, predict the binding affinity score between them. We predict pAffinity (pAffinity = -log10(affinity in M)). Dataset: bindingdb_patent. The drug is Cc1nc2ccc(cc2n1)-n1ncc(C(=O)c2cc3c(C)cccc3[nH]2)c1N. The target protein (P21802) has sequence MVSWGRFICLVVVTMATLSLARPSFSLVEDTTLEPEEPPTKYQISQPEVYVAAPGESLEVRCLLKDAAVISWTKDGVHLGPNNRTVLIGEYLQIKGATPRDSGLYACTASRTVDSETWYFMVNVTDAISSGDDEDDTDGAEDFVSENSNNKRAPYWTNTEKMEKRLHAVPAANTVKFRCPAGGNPMPTMRWLKNGKEFKQEHRIGGYKVRNQHWSLIMESVVPSDKGNYTCVVENEYGSINHTYHLDVVERSPHRPILQAGLPANASTVVGGDVEFVCKVYSDAQPHIQWIKHVEKNGSKYGPDGLPYLKVLKAAGVNTTDKEIEVLYIRNVTFEDAGEYTCLAGNSIGISFHSAWLTVLPAPGREKEITASPDYLEIAIYCIGVFLIACMVVTVILCRMKNTTKKPDFSSQPAVHKLTKRIPLRRQVTVSAESSSSMNSNTPLVRITTRLSSTADTPMLAGVSEYELPEDPKWEFPRDKLTLGKPLGEGCFGQVVMAEA.... The pAffinity is 7.7.